Task: Predict the reaction yield, written as a fraction of the theoretical maximum amount of product (1.0 means a 100% yield; for example, 0.34 means a 34% yield).. Dataset: Reaction yield outcomes from USPTO patents with 853,638 reactions The reactants are [CH3:1][C:2]1([CH2:5]O)[CH2:4][CH2:3]1.C1C=C[NH+]=CC=1.[O-][Cr](Cl)(=O)=O.C1COCC1.[C:23]([CH2:25][C:26]([O:28][CH2:29][CH3:30])=[O:27])#[N:24]. The catalyst is C(Cl)Cl.N1CCCCC1.C(O)(=O)C. The product is [CH2:29]([O:28][C:26](=[O:27])[C:25]([C:23]#[N:24])=[CH:5][C:2]1([CH3:1])[CH2:3][CH2:4]1)[CH3:30]. The yield is 0.250.